From a dataset of Reaction yield outcomes from USPTO patents with 853,638 reactions. Predict the reaction yield, written as a fraction of the theoretical maximum amount of product (1.0 means a 100% yield; for example, 0.34 means a 34% yield). (1) The catalyst is O1CCCC1.[Cl-].[Zn+2].[Cl-].C1C=CC([P]([Pd]([P](C2C=CC=CC=2)(C2C=CC=CC=2)C2C=CC=CC=2)([P](C2C=CC=CC=2)(C2C=CC=CC=2)C2C=CC=CC=2)[P](C2C=CC=CC=2)(C2C=CC=CC=2)C2C=CC=CC=2)(C2C=CC=CC=2)C2C=CC=CC=2)=CC=1. The product is [F:49][C:46]1[CH:45]=[CH:44][C:43]([N:34]2[CH2:33][CH:36]([CH2:37][CH2:38][C:39]([C:5]3[CH:6]=[CH:7][C:2]([F:1])=[CH:3][CH:4]=3)=[O:40])[C:35]2=[O:42])=[CH:48][CH:47]=1. The reactants are [F:1][C:2]1[CH:7]=[CH:6][C:5]([Mg]Br)=[CH:4][CH:3]=1.[Cl-].FC1C=CC([Zn+])=CC=1.C(OC1C=CC([C@@H:33]2[C@@H:36]([CH2:37][CH2:38][C:39](Cl)=[O:40])[C:35](=[O:42])[N:34]2[C:43]2[CH:48]=[CH:47][C:46]([F:49])=[CH:45][CH:44]=2)=CC=1)C1C=CC=CC=1. The yield is 0.370. (2) The reactants are Cl.[CH3:2][O:3][C:4]1[CH:16]=[CH:15][C:7]([CH2:8][C@@H:9]([C:11]([O:13][CH3:14])=[O:12])[NH2:10])=[CH:6][CH:5]=1.C(N(CC)CC)C.[F:24][C:25]1[CH:35]=[CH:34][C:33]([F:36])=[CH:32][C:26]=1[CH:27]=[CH:28][C:29](O)=[O:30].CCN=C=NCCCN(C)C.Cl. The catalyst is C(Cl)Cl. The product is [F:24][C:25]1[CH:35]=[CH:34][C:33]([F:36])=[CH:32][C:26]=1[CH:27]=[CH:28][C:29]([NH:10][C@H:9]([C:11]([O:13][CH3:14])=[O:12])[CH2:8][C:7]1[CH:6]=[CH:5][C:4]([O:3][CH3:2])=[CH:16][CH:15]=1)=[O:30]. The yield is 0.740. (3) The reactants are [NH2:1][CH:2]([CH3:30])[C:3]([N:5]1[N:9]=[C:8]([C:10]2[CH:15]=[C:14]([F:16])[CH:13]=[CH:12][C:11]=2[F:17])[S:7][C:6]1([CH2:24][CH2:25][CH2:26][N:27]=[N+]=[N-])[C:18]1[CH:23]=[CH:22][CH:21]=[CH:20][CH:19]=1)=[O:4].Cl.N#N. The catalyst is CO.[Pd]. The product is [NH2:1][CH:2]([CH3:30])[C:3]([N:5]1[N:9]=[C:8]([C:10]2[CH:15]=[C:14]([F:16])[CH:13]=[CH:12][C:11]=2[F:17])[S:7][C:6]1([CH2:24][CH2:25][CH2:26][NH2:27])[C:18]1[CH:19]=[CH:20][CH:21]=[CH:22][CH:23]=1)=[O:4]. The yield is 0.870. (4) The reactants are [C:1]([CH2:4][C:5]1[CH:6]=[C:7]([CH2:11][C:12](O)=[O:13])[CH:8]=[CH:9][CH:10]=1)(O)=[O:2].CSC.B. The catalyst is C1COCC1. The product is [OH:2][CH2:1][CH2:4][C:5]1[CH:6]=[C:7]([CH2:11][CH2:12][OH:13])[CH:8]=[CH:9][CH:10]=1. The yield is 0.870. (5) The reactants are CCO[C:4]([C:6]1[CH:11]=[CH:10][CH:9]=[N:8][C:7]=1[CH3:12])=[O:5].[CH3:13][CH2:14][Mg+].[Br-].[CH2:17]1COC[CH2:18]1. No catalyst specified. The product is [CH3:12][C:7]1[C:6]([C:4]([OH:5])([CH2:13][CH3:14])[CH2:17][CH3:18])=[CH:11][CH:10]=[CH:9][N:8]=1. The yield is 0.400. (6) The reactants are [NH2:1][C:2]1[CH:3]=[C:4]([O:23][CH2:24][CH2:25][O:26][CH3:27])[CH:5]=[C:6]2[C:10]=1[N:9]([C:11]([O:13][C:14]([CH3:17])([CH3:16])[CH3:15])=[O:12])[CH:8]([C:18]([O:20][CH2:21][CH3:22])=[O:19])[CH2:7]2.C(O[C:31]1(O[Si](C)(C)C)[CH2:33][CH2:32]1)C.C(O)(=O)C.C([BH3-])#N.[Na+]. The catalyst is C(O)C. The product is [CH:31]1([NH:1][C:2]2[CH:3]=[C:4]([O:23][CH2:24][CH2:25][O:26][CH3:27])[CH:5]=[C:6]3[C:10]=2[N:9]([C:11]([O:13][C:14]([CH3:16])([CH3:15])[CH3:17])=[O:12])[CH:8]([C:18]([O:20][CH2:21][CH3:22])=[O:19])[CH2:7]3)[CH2:33][CH2:32]1. The yield is 0.750. (7) The reactants are [F:1][C:2]1[CH:3]=[C:4]([C:29]2[C:30]([C:35]#[N:36])=[CH:31][CH:32]=[CH:33][CH:34]=2)[CH:5]=[CH:6][C:7]=1[CH2:8][C:9]1[C:10](=[O:28])[N:11]([C@H:21]2[CH2:26][CH2:25][C@@H:24]([OH:27])[CH2:23][CH2:22]2)[C:12]2[N:13]([N:18]=[CH:19][N:20]=2)[C:14]=1[CH2:15][CH2:16][CH3:17].FC(F)(F)S(O[Si](C(C)(C)C)(C)C)(=O)=O.[N:52]1C(C)=CC=CC=1C.[Cl-].O[NH3+].[C:63](=[O:66])([O-])[OH:64].[Na+]. The catalyst is C(OCC)(=O)C.CS(C)=O.O1CCCC1. The product is [F:1][C:2]1[CH:3]=[C:4]([C:29]2[CH:34]=[CH:33][CH:32]=[CH:31][C:30]=2[C:35]2[NH:52][C:63](=[O:66])[O:64][N:36]=2)[CH:5]=[CH:6][C:7]=1[CH2:8][C:9]1[C:10](=[O:28])[N:11]([C@H:21]2[CH2:26][CH2:25][C@@H:24]([OH:27])[CH2:23][CH2:22]2)[C:12]2[N:13]([N:18]=[CH:19][N:20]=2)[C:14]=1[CH2:15][CH2:16][CH3:17]. The yield is 0.380.